Dataset: NCI-60 drug combinations with 297,098 pairs across 59 cell lines. Task: Regression. Given two drug SMILES strings and cell line genomic features, predict the synergy score measuring deviation from expected non-interaction effect. (1) Drug 1: CC1=C(C=C(C=C1)C(=O)NC2=CC(=CC(=C2)C(F)(F)F)N3C=C(N=C3)C)NC4=NC=CC(=N4)C5=CN=CC=C5. Drug 2: C1=NC(=NC(=O)N1C2C(C(C(O2)CO)O)O)N. Cell line: SNB-19. Synergy scores: CSS=1.69, Synergy_ZIP=4.92, Synergy_Bliss=2.25, Synergy_Loewe=-17.1, Synergy_HSA=-15.1. (2) Drug 1: C1=NC2=C(N1)C(=S)N=C(N2)N. Drug 2: C1CCC(C(C1)N)N.C(=O)(C(=O)[O-])[O-].[Pt+4]. Cell line: UACC62. Synergy scores: CSS=33.3, Synergy_ZIP=-5.52, Synergy_Bliss=-4.24, Synergy_Loewe=-3.75, Synergy_HSA=-1.70. (3) Drug 1: CC(CN1CC(=O)NC(=O)C1)N2CC(=O)NC(=O)C2. Drug 2: C1C(C(OC1N2C=NC3=C(N=C(N=C32)Cl)N)CO)O. Cell line: U251. Synergy scores: CSS=28.7, Synergy_ZIP=-8.02, Synergy_Bliss=-0.141, Synergy_Loewe=0.694, Synergy_HSA=0.0485.